Binary Classification. Given a miRNA mature sequence and a target amino acid sequence, predict their likelihood of interaction. From a dataset of Experimentally validated miRNA-target interactions with 360,000+ pairs, plus equal number of negative samples. (1) The miRNA is mmu-miR-1942 with sequence UCAGAUGUCUUCAUCUGGUUG. The protein sequence of the target gene is MALLLCFVLLCGVVDFARSLSITTPEEMIEKAKGETAYLPCKFTLSPEDQGPLDIEWLISPADNQKVDQVIILYSGDKIYDDYYPDLKGRVHFTSNDLKSGDASINVTNLQLSDIGTYQCKVKKAPGVANKKIHLVVLVKPSGARCYVDGSEEIGSDFKIKCEPKEGSLPLQYEWQKLSDSQKMPTSWLAEMTSSVISVKNASSEYSGTYSCTVRNRVGSDQCLLRLNVVPPSNKAGLIAGAIIGTLLALALIGLIIFCCRKKRREEKYEKEVHHDIREDVPPPKSRTSTARSYIGSNHS.... Result: 0 (no interaction). (2) Result: 0 (no interaction). The protein sequence of the target gene is MVAPWRVSVRVCLSHLRCFELRQGLSLLRPSECPRDARLCWLLLGTLPKVVSLCGDVGEGAPDVLSRRRVRCSGAAGAGPAESLPRAGPLGGVFLHLRLWLRAGALLVKFFPLLLLYPLTYLAPSVSTLWLHLLLKATETSGPTYIKLGQWASTRRDLFSEAFCAQFSKLHVRVTPHPWTHTERFLRQAFGDDWGSILSFENREPVGSGCVAQVYKAYANTAFLETDSVQRLGRASCLPPFSHTGAVGGLRELFGYLGNGRKPPENLADQSFLERLLLPKADLVGSNAGVSRAQVPGHQP.... The miRNA is hsa-miR-4711-5p with sequence UGCAUCAGGCCAGAAGACAUGAG. (3) The miRNA is hsa-miR-6867-5p with sequence UGUGUGUGUAGAGGAAGAAGGGA. The protein sequence of the target gene is MVPGEENQLVPKEDVFWRCRQNIFDEMKKKFLQIENAAEEPRVLCIIQDTTNSKTVSERITLNLPASTPVRKLFEDVANKVGYINGTFDLTRENGVTTADMAPLDHTSDKSLLDANFEPGKKNFLHLTDKDGEPPQMLLEDSNNVDDSVHDRFIGPLPREGSVASTNDYVSQNYSYSSILNKSETGYVGLVNQAMTCYLNSLLQTLFMTPEFRNALYKWEFEDSEEDPVTSIPYQLQRLFVLLQTSKKRAIETTDVTRSFGWDSSEAWQQHDVQELCRVMFDALEQKWKQTEQADLINEL.... Result: 0 (no interaction). (4) The miRNA is hsa-miR-8070 with sequence AUGUGAUUGACGGCUGACUCCA. The protein sequence of the target gene is MGLSPSAPAVAVQASNASASPPSGCPMHEGKMKGCPVNTEPSGPTCEKKTYSVPAHQERAYEYVECPIRGTAAENKENLDPSNLMPPPNQTPAPDQPFALSTVREESSIPRADSEKKWVYPSEQMFWNAMLKKGWKWKDEDISQKDMYNIIRIHNQNNEQAWKEILKWEALHAAECPCGPSLIRFGGKAKEYSPRARIRSWMGYELPFDRHDWIINRCGTEVRYVIDYYDGGEVNKDYQFTILDVRPALDSLSAVWDRMKVAWWRWTS. Result: 1 (interaction). (5) The miRNA is hsa-miR-497-5p with sequence CAGCAGCACACUGUGGUUUGU. The protein sequence of the target gene is MEQLSDEEIDHGAEEDSDKEDQDLDKMFGAWLGELDKLTQSLDSDKPMEPVKRSPLRQETNMANFSYRFSIYNLNEALNQGETVDLDALMADLCSIEQELSSIGSGNSKRQITETKATQKLPVSRHTLKHGTLKGLSSSSNRIAKPSHASYSLDDVTAQLEQASLSMDEAAQQSVLEDTKPLVTNQHRRTASAGTVSDAEVHSISNSSHSSITSAASSMDSLDIDKVTRPQELDLTHQGQPITEEEQAAKLKAEKIRVALEKIKEAQVKKLVIRVHMSDDSSKTMMVDERQTVRQVLDNL.... Result: 1 (interaction). (6) The protein sequence of the target gene is MAAFAVEPQGPALGSEPMMLGSPTSPKPGVNAQFLPGFLMGDLPAPVTPQPRSISGPSVGVMEMRSPLLAGGSPPQPVVPAHKDKSGAPPVRSIYDDISSPGLGSTPLTSRRQPNISVMQSPLVGVTSTPGTGQSMFSPASIGQPRKTTLSPAQLDPFYTQGDSLTSEDHLDDSWVTVFGFPQASASYILLQFAQYGNILKHVMSNTGNWMHIRYQSKLQARKALSKDGRIFGESIMIGVKPCIDKSVMESSDRCALSSPSLAFTPPIKTLGTPTQPGSTPRISTMRPLATAYKASTSDY.... The miRNA is ath-miR160b with sequence UGCCUGGCUCCCUGUAUGCCA. Result: 0 (no interaction).